Dataset: Full USPTO retrosynthesis dataset with 1.9M reactions from patents (1976-2016). Task: Predict the reactants needed to synthesize the given product. (1) Given the product [F:21][C:14]1[C:15]([F:20])=[C:16]([F:19])[CH:17]=[CH:18][C:13]=1[C:11]1[N:12]=[C:8]([NH2:7])[S:9][CH:10]=1, predict the reactants needed to synthesize it. The reactants are: C(OC(=O)[N:7](CC1C=CC(OC)=CC=1)[C:8]1[S:9][CH:10]=[C:11]([C:13]2[CH:18]=[CH:17][C:16]([F:19])=[C:15]([F:20])[C:14]=2[F:21])[N:12]=1)(C)(C)C. (2) Given the product [C:4]([C:8]1[CH:9]=[CH:10][C:11]([CH2:12][NH:13][S:29]([C:24]2[CH:25]=[CH:26][CH:27]=[CH:28][N:23]=2)(=[O:31])=[O:30])=[CH:14][CH:15]=1)([CH3:7])([CH3:5])[CH3:6], predict the reactants needed to synthesize it. The reactants are: C(Cl)Cl.[C:4]([C:8]1[CH:15]=[CH:14][C:11]([CH2:12][NH2:13])=[CH:10][CH:9]=1)([CH3:7])([CH3:6])[CH3:5].C(N(CC)CC)C.[N:23]1[CH:28]=[CH:27][CH:26]=[CH:25][C:24]=1[S:29](Cl)(=[O:31])=[O:30]. (3) Given the product [C:8]1([S:14][C:2]2[S:3][C:4]([S:14][C:8]3[CH:13]=[CH:12][CH:11]=[CH:10][CH:9]=3)=[CH:5][CH:6]=2)[CH:13]=[CH:12][CH:11]=[CH:10][CH:9]=1, predict the reactants needed to synthesize it. The reactants are: Br[C:2]1[S:3][C:4](Br)=[CH:5][CH:6]=1.[C:8]1([SH:14])[CH:13]=[CH:12][CH:11]=[CH:10][CH:9]=1.Cl. (4) Given the product [Cl:1][C:2]1[CH:7]=[CH:6][C:5]([O:8][C:9]2[CH:10]=[C:11]([CH:14]=[CH:15][CH:16]=2)[CH2:12][NH2:13])=[CH:4][CH:3]=1, predict the reactants needed to synthesize it. The reactants are: [Cl:1][C:2]1[CH:7]=[CH:6][C:5]([O:8][C:9]2[CH:10]=[C:11]([CH:14]=[CH:15][CH:16]=2)[C:12]#[N:13])=[CH:4][CH:3]=1.C1COCC1.[H-].[Al+3].[Li+].[H-].[H-].[H-].[OH-].[Na+]. (5) Given the product [CH3:15][O:14][C:10]1[CH:11]=[CH:12][CH:13]=[C:6]([O:5][CH2:1][CH2:2][CH3:3])[C:7]=1[CH:8]=[O:9], predict the reactants needed to synthesize it. The reactants are: [CH2:1](Br)[CH2:2][CH3:3].[OH:5][C:6]1[CH:13]=[CH:12][CH:11]=[C:10]([O:14][CH3:15])[C:7]=1[CH:8]=[O:9].C(=O)([O-])[O-].[K+].[K+].[I-].[K+]. (6) Given the product [CH3:12][C:9]1([CH3:13])[C:8]2[C:3](=[CH:4][CH:5]=[C:6]([C:14]#[C:15][C:16]([O:18][CH3:19])=[O:17])[CH:7]=2)[O:26][CH2:11][CH2:10]1, predict the reactants needed to synthesize it. The reactants are: CC1(C)[CH2:11][CH2:10][C:9]([CH3:13])([CH3:12])[C:8]2[CH:7]=[C:6]([C:14]#[C:15][C:16]([O:18][CH2:19]C)=[O:17])[CH:5]=[CH:4][C:3]1=2.CC1(C)C2C(=CC=C(C#C)C=2)[O:26]CC1.COC(Cl)=O.C([Li])CCC. (7) The reactants are: [O:1]=[C:2]1[CH2:8][CH:7]2[N:9]([C:10]([O:12][C:13]([CH3:16])([CH3:15])[CH3:14])=[O:11])[CH:4]([CH2:5][CH2:6]2)[CH2:3]1.C[Si]([Cl:21])(C)C.ClN1C(=O)C(=O)C(=O)N(Cl)N1Cl.C1(N(Cl)C(=O)N(Cl)C(=O)N1Cl)=O. Given the product [Cl:21][CH:8]1[C:2](=[O:1])[CH2:3][CH:4]2[N:9]([C:10]([O:12][C:13]([CH3:16])([CH3:15])[CH3:14])=[O:11])[CH:7]1[CH2:6][CH2:5]2, predict the reactants needed to synthesize it. (8) Given the product [C:14]1([S:20]([N:1]2[C:9]3[C:4](=[CH:5][CH:6]=[CH:7][CH:8]=3)[C:3]([CH:10]=[O:11])=[CH:2]2)(=[O:22])=[O:21])[CH:19]=[CH:18][CH:17]=[CH:16][CH:15]=1, predict the reactants needed to synthesize it. The reactants are: [NH:1]1[C:9]2[C:4](=[CH:5][CH:6]=[CH:7][CH:8]=2)[C:3]([CH:10]=[O:11])=[CH:2]1.[H-].[Na+].[C:14]1([S:20](Cl)(=[O:22])=[O:21])[CH:19]=[CH:18][CH:17]=[CH:16][CH:15]=1.